Task: Predict the reactants needed to synthesize the given product.. Dataset: Full USPTO retrosynthesis dataset with 1.9M reactions from patents (1976-2016) (1) Given the product [CH3:17][O:18][C:19]1[CH:20]=[C:21]([CH2:27][CH2:28][NH:29][CH2:3][C:4]2[N:5]=[C:6]3[C:11](=[N:12][CH:13]=2)[N:10]=[C:9]([NH2:14])[N:8]=[C:7]3[NH2:15])[CH:22]=[CH:23][C:24]=1[O:25][CH3:26], predict the reactants needed to synthesize it. The reactants are: Br.Br[CH2:3][C:4]1[N:5]=[C:6]2[C:11](=[N:12][CH:13]=1)[N:10]=[C:9]([NH2:14])[N:8]=[C:7]2[NH2:15].Cl.[CH3:17][O:18][C:19]1[CH:20]=[C:21]([CH2:27][CH2:28][NH2:29])[CH:22]=[CH:23][C:24]=1[O:25][CH3:26].C(=O)(O)[O-]. (2) The reactants are: C(NC1CCCCC1)(C)C.C([Li])CCC.[CH3:16][O:17][C:18](=[O:28])[CH2:19][C:20]1[CH:25]=[CH:24][C:23]([O:26][CH3:27])=[CH:22][CH:21]=1.[Cl:29][C:30]1[N:35]=[C:34]([Cl:36])[C:33]([CH2:37]I)=[CH:32][N:31]=1. Given the product [CH3:16][O:17][C:18](=[O:28])[CH:19]([C:20]1[CH:25]=[CH:24][C:23]([O:26][CH3:27])=[CH:22][CH:21]=1)[CH2:37][C:33]1[C:34]([Cl:36])=[N:35][C:30]([Cl:29])=[N:31][CH:32]=1, predict the reactants needed to synthesize it. (3) Given the product [CH:47]1([CH2:48][CH:16]([NH:17][C:18]2[C:19]([S:37][CH3:38])=[N:20][N:21]3[C:26]([C:27]4[C:32]([CH3:33])=[CH:31][C:30]([CH3:34])=[CH:29][C:28]=4[O:35][CH3:36])=[CH:25][CH:24]=[CH:23][C:22]=23)[CH:15]([OH:14])[CH3:39])[CH2:45][CH2:46]1, predict the reactants needed to synthesize it. The reactants are: S(=O)(=O)(O)O.C([O:14][CH:15]([CH3:39])[CH2:16][NH:17][C:18]1[C:19]([S:37][CH3:38])=[N:20][N:21]2[C:26]([C:27]3[C:32]([CH3:33])=[CH:31][C:30]([CH3:34])=[CH:29][C:28]=3[O:35][CH3:36])=[CH:25][CH:24]=[CH:23][C:22]=12)(=O)C1C=CC=CC=1.[BH4-].[Na+].[OH-].[Na+].O1[CH2:48][CH2:47][CH2:46][CH2:45]1. (4) The reactants are: [CH3:1][N:2]1[C:6]([CH3:7])=[C:5]([NH2:8])[C:4]([CH3:9])=[N:3]1.[C:10]([O-])(=[O:12])[CH3:11].[K+].C(OC(=O)C)(=O)C. Given the product [CH3:1][N:2]1[C:6]([CH3:7])=[C:5]([NH:8][C:10](=[O:12])[CH3:11])[C:4]([CH3:9])=[N:3]1, predict the reactants needed to synthesize it. (5) Given the product [CH3:2][C:3]1[CH:4]=[C:5]([O:18][S:19]([C:22]2[CH:27]=[CH:26][CH:25]=[CH:24][C:23]=2[S:28]([N:31]([CH3:42])[C:32]2[CH:33]=[CH:34][C:35]([C:38]([OH:40])=[O:39])=[CH:36][CH:37]=2)(=[O:29])=[O:30])(=[O:20])=[O:21])[CH:6]=[C:7]([CH:17]=1)[O:8][CH2:9][CH2:10][CH2:11][O:12][NH:13][C:14]([NH2:16])=[NH:15], predict the reactants needed to synthesize it. The reactants are: Cl.[CH3:2][C:3]1[CH:4]=[C:5]([O:18][S:19]([C:22]2[CH:27]=[CH:26][CH:25]=[CH:24][C:23]=2[S:28]([N:31]([CH3:42])[C:32]2[CH:37]=[CH:36][C:35]([C:38]([O:40]C)=[O:39])=[CH:34][CH:33]=2)(=[O:30])=[O:29])(=[O:21])=[O:20])[CH:6]=[C:7]([CH:17]=1)[O:8][CH2:9][CH2:10][CH2:11][O:12][NH:13][C:14]([NH2:16])=[NH:15].C(C(=CC1C=CC(O)=CC=1)C(O)=O)#N. (6) Given the product [C:1]([N:14]([CH:5]1[CH2:6][CH2:7][CH2:8][CH2:9][CH2:10]1)[CH2:15][CH3:16])(=[O:3])[CH3:2], predict the reactants needed to synthesize it. The reactants are: [C:1](Cl)(=[O:3])[CH3:2].[CH:5]1(CN)[CH2:10][CH2:9][CH2:8][CH2:7][CH2:6]1.O.[N:14]1C=CC=[CH:16][CH:15]=1. (7) The reactants are: O=S(Cl)[Cl:3].[Cl:5][C:6]1[N:14]=[C:13]2[C:9]([N:10]([CH2:24][C@H:25]3[CH2:30][CH2:29][C@H:28]([CH3:31])[CH2:27][CH2:26]3)[C:11]([CH:15]([C:17]3[CH:22]=[CH:21][CH:20]=[CH:19][C:18]=3[F:23])O)=[N:12]2)=[C:8]([C:32]2[CH:33]=[N:34][CH:35]=[C:36]([Cl:38])[CH:37]=2)[N:7]=1. Given the product [Cl:5][C:6]1[N:14]=[C:13]2[C:9]([N:10]([CH2:24][C@H:25]3[CH2:30][CH2:29][C@H:28]([CH3:31])[CH2:27][CH2:26]3)[C:11]([CH:15]([Cl:3])[C:17]3[CH:22]=[CH:21][CH:20]=[CH:19][C:18]=3[F:23])=[N:12]2)=[C:8]([C:32]2[CH:33]=[N:34][CH:35]=[C:36]([Cl:38])[CH:37]=2)[N:7]=1, predict the reactants needed to synthesize it. (8) Given the product [CH2:11]([NH:18][CH2:19][C@@H:20]1[CH2:25][CH2:24][C@H:23]([NH:26][C:2]2[N+:3]([O-:10])=[CH:4][C:5]([CH3:9])=[C:6]([Cl:8])[CH:7]=2)[CH2:22][CH2:21]1)[C:12]1[CH:17]=[CH:16][CH:15]=[CH:14][CH:13]=1, predict the reactants needed to synthesize it. The reactants are: Cl[C:2]1[CH:7]=[C:6]([Cl:8])[C:5]([CH3:9])=[CH:4][N+:3]=1[O-:10].[CH2:11]([NH:18][CH2:19][C@@H:20]1[CH2:25][CH2:24][C@H:23]([NH2:26])[CH2:22][CH2:21]1)[C:12]1[CH:17]=[CH:16][CH:15]=[CH:14][CH:13]=1.C(O)CCC.C([O-])(O)=O.[Na+]. (9) Given the product [NH2:25][C:11]1[N:12]=[CH:13][C:14]([C:27]2[CH:28]=[N:29][N:30]([CH:33]3[CH2:34][CH2:35][N:36]([C:39]([O:41][C:42]([CH3:45])([CH3:44])[CH3:43])=[O:40])[CH2:37][CH2:38]3)[C:31]=2[CH3:32])=[CH:15][C:10]=1[C:2]1[O:1][C:5]2[CH:6]=[CH:7][CH:8]=[CH:9][C:4]=2[N:3]=1, predict the reactants needed to synthesize it. The reactants are: [O:1]1[C:5]2[CH:6]=[CH:7][CH:8]=[CH:9][C:4]=2[N:3]=[C:2]1[C:10]1[C:11]([NH2:25])=[N:12][CH:13]=[C:14](B2OC(C)(C)C(C)(C)O2)[CH:15]=1.Br[C:27]1[CH:28]=[N:29][N:30]([CH:33]2[CH2:38][CH2:37][N:36]([C:39]([O:41][C:42]([CH3:45])([CH3:44])[CH3:43])=[O:40])[CH2:35][CH2:34]2)[C:31]=1[CH3:32].C1(P(C2CCCCC2)C2CCCCC2)CCCCC1.P([O-])([O-])([O-])=O.[K+].[K+].[K+]. (10) Given the product [CH2:1]([CH:3]([CH2:18][CH2:19][CH2:20][CH3:21])[CH2:4][O:5][P:6]([O-:17])([O:8][CH2:9][CH:10]([CH2:15][CH3:16])[CH2:11][CH2:12][CH2:13][CH3:14])=[O:7])[CH3:2].[CH2:23]([NH3+:37])[CH2:24][CH2:25][CH2:26][CH2:27][CH2:28][CH2:29][CH2:30][CH2:31][CH2:32][CH2:33][CH2:34][CH2:35][CH3:36], predict the reactants needed to synthesize it. The reactants are: [CH2:1]([CH:3]([CH2:18][CH2:19][CH2:20][CH3:21])[CH2:4][O:5][P:6]([O-:17])([O:8][CH2:9][CH:10]([CH2:15][CH3:16])[CH2:11][CH2:12][CH2:13][CH3:14])=[O:7])[CH3:2].[Br-].[CH2:23]([NH3+:37])[CH2:24][CH2:25][CH2:26][CH2:27][CH2:28][CH2:29][CH2:30][CH2:31][CH2:32][CH2:33][CH2:34][CH2:35][CH3:36].[OH-].[Na+].